The task is: Regression. Given two drug SMILES strings and cell line genomic features, predict the synergy score measuring deviation from expected non-interaction effect.. This data is from Merck oncology drug combination screen with 23,052 pairs across 39 cell lines. (1) Drug 1: COC12C(COC(N)=O)C3=C(C(=O)C(C)=C(N)C3=O)N1CC1NC12. Drug 2: COC1CC2CCC(C)C(O)(O2)C(=O)C(=O)N2CCCCC2C(=O)OC(C(C)CC2CCC(OP(C)(C)=O)C(OC)C2)CC(=O)C(C)C=C(C)C(O)C(OC)C(=O)C(C)CC(C)C=CC=CC=C1C. Cell line: MDAMB436. Synergy scores: synergy=23.8. (2) Drug 1: COc1cccc2c1C(=O)c1c(O)c3c(c(O)c1C2=O)CC(O)(C(=O)CO)CC3OC1CC(N)C(O)C(C)O1. Drug 2: Cn1cc(-c2cnn3c(N)c(Br)c(C4CCCNC4)nc23)cn1. Cell line: RKO. Synergy scores: synergy=-5.49. (3) Cell line: UACC62. Drug 1: CC1CC2C3CCC4=CC(=O)C=CC4(C)C3(F)C(O)CC2(C)C1(O)C(=O)CO. Synergy scores: synergy=15.9. Drug 2: C=CCn1c(=O)c2cnc(Nc3ccc(N4CCN(C)CC4)cc3)nc2n1-c1cccc(C(C)(C)O)n1. (4) Drug 1: O=P1(N(CCCl)CCCl)NCCCO1. Drug 2: C#Cc1cccc(Nc2ncnc3cc(OCCOC)c(OCCOC)cc23)c1. Cell line: SW837. Synergy scores: synergy=-1.43. (5) Drug 1: CCC1(O)CC2CN(CCc3c([nH]c4ccccc34)C(C(=O)OC)(c3cc4c(cc3OC)N(C)C3C(O)(C(=O)OC)C(OC(C)=O)C5(CC)C=CCN6CCC43C65)C2)C1. Drug 2: O=C(NOCC(O)CO)c1ccc(F)c(F)c1Nc1ccc(I)cc1F. Cell line: UACC62. Synergy scores: synergy=0.861. (6) Drug 1: CC1CC2C3CCC4=CC(=O)C=CC4(C)C3(F)C(O)CC2(C)C1(O)C(=O)CO. Drug 2: NC1(c2ccc(-c3nc4ccn5c(=O)[nH]nc5c4cc3-c3ccccc3)cc2)CCC1. Cell line: MSTO. Synergy scores: synergy=-15.1. (7) Synergy scores: synergy=-5.15. Cell line: VCAP. Drug 2: CNC(=O)c1cc(Oc2ccc(NC(=O)Nc3ccc(Cl)c(C(F)(F)F)c3)cc2)ccn1. Drug 1: N#Cc1ccc(Cn2cncc2CN2CCN(c3cccc(Cl)c3)C(=O)C2)cc1.